The task is: Predict the reactants needed to synthesize the given product.. This data is from Full USPTO retrosynthesis dataset with 1.9M reactions from patents (1976-2016). Given the product [CH3:1][C:2]1[CH:7]=[C:6](/[C:8](=[N:39]/[OH:40])/[CH2:9][C@H:10]([C:18]2[CH:19]=[CH:20][C:21]([CH:24]3[CH2:25][CH2:26][NH:27][CH2:28][CH2:29]3)=[CH:22][CH:23]=2)[C:11]2[CH:16]=[CH:15][CH:14]=[CH:13][C:12]=2[CH3:17])[CH:5]=[CH:4][N:3]=1, predict the reactants needed to synthesize it. The reactants are: [CH3:1][C:2]1[CH:7]=[C:6]([C:8](=O)[CH2:9][C@H:10]([C:18]2[CH:23]=[CH:22][C:21]([CH:24]3[CH2:29][CH2:28][N:27](C(OC(C)(C)C)=O)[CH2:26][CH2:25]3)=[CH:20][CH:19]=2)[C:11]2[CH:16]=[CH:15][CH:14]=[CH:13][C:12]=2[CH3:17])[CH:5]=[CH:4][N:3]=1.Cl.[NH2:39][OH:40].C(=O)([O-])O.[Na+].